From a dataset of Full USPTO retrosynthesis dataset with 1.9M reactions from patents (1976-2016). Predict the reactants needed to synthesize the given product. (1) The reactants are: [O:1]=[CH:2][C@@H:3]([C@H:5]([C@@H:7]([C@@H:9]([CH2:11][OH:12])[OH:10])[OH:8])[OH:6])[OH:4].[OH:13][CH2:14][CH:15]([CH2:17][OH:18])[OH:16]. Given the product [CH2:11]([OH:12])[C@H:9]1[O:10][C@H:2]([O:1][C@H:5]2[O:16][C@H:15]([CH2:17][OH:18])[C@@H:14]([OH:13])[C@H:2]([OH:1])[C@H:3]2[OH:4])[C@H:3]([OH:4])[C@@H:5]([OH:6])[C@@H:7]1[OH:8], predict the reactants needed to synthesize it. (2) Given the product [CH3:1][N:2]1[C:10]2[C@@:9]3([CH3:14])[C:11]([CH3:12])([CH3:13])[C@H:6]([CH2:7][CH2:8]3)[C:5]=2[C:4](=[O:15])[N:3]1[CH2:17][C:18]1[O:19][C:20]([C:23]([F:26])([F:25])[F:24])=[CH:21][CH:22]=1, predict the reactants needed to synthesize it. The reactants are: [CH3:1][N:2]1[C:10]2[C@@:9]3([CH3:14])[C:11]([CH3:13])([CH3:12])[C@H:6]([CH2:7][CH2:8]3)[C:5]=2[C:4](=[O:15])[NH:3]1.Br[CH2:17][C:18]1[O:19][C:20]([C:23]([F:26])([F:25])[F:24])=[CH:21][CH:22]=1.